Dataset: Forward reaction prediction with 1.9M reactions from USPTO patents (1976-2016). Task: Predict the product of the given reaction. (1) The product is: [C:21]([O:20][C:18]([N:11]1[CH2:10][C@@H:9]([C:4]2[CH:5]=[CH:6][C:7]([Cl:8])=[C:2]([Cl:1])[CH:3]=2)[C@H:15]([C:16]([OH:26])=[O:17])[O:14][CH2:13][CH2:12]1)=[O:19])([CH3:24])([CH3:23])[CH3:22]. Given the reactants [Cl:1][C:2]1[CH:3]=[C:4]([C@H:9]2[C@H:15]([CH2:16][OH:17])[O:14][CH2:13][CH2:12][N:11]([C:18]([O:20][C:21]([CH3:24])([CH3:23])[CH3:22])=[O:19])[CH2:10]2)[CH:5]=[CH:6][C:7]=1[Cl:8].I([O-])(=O)(=O)=[O:26].[Na+].C(OCC)(=O)C.O, predict the reaction product. (2) Given the reactants [I:1][C:2]1[C:8]([Cl:9])=[CH:7][CH:6]=[CH:5][C:3]=1[NH2:4].[CH3:10][N:11]1[C:16]2[CH:17]=[C:18]([S:21](Cl)(=[O:23])=[O:22])[CH:19]=[CH:20][C:15]=2[O:14][CH2:13][CH2:12]1, predict the reaction product. The product is: [Cl:9][C:8]1[C:2]([I:1])=[C:3]([NH:4][S:21]([C:18]2[CH:19]=[CH:20][C:15]3[O:14][CH2:13][CH2:12][N:11]([CH3:10])[C:16]=3[CH:17]=2)(=[O:22])=[O:23])[CH:5]=[CH:6][CH:7]=1. (3) Given the reactants C1COCC1.[CH3:6][O:7][C:8]1[CH:13]=[CH:12][C:11]([Mg]Br)=[CH:10][CH:9]=1.Cl[C:17]1[CH:22]=[CH:21][C:20]([F:23])=[CH:19][CH:18]=1.C1(C)C=CC=CC=1, predict the reaction product. The product is: [F:23][C:20]1[CH:21]=[CH:22][C:17]([C:11]2[CH:12]=[CH:13][C:8]([O:7][CH3:6])=[CH:9][CH:10]=2)=[CH:18][CH:19]=1. (4) Given the reactants [CH3:1][C:2]1[CH:8]=[C:7]([CH3:9])[C:6]([N+:10]([O-:12])=[O:11])=[CH:5][C:3]=1[NH2:4].[N:13]([O-])=O.[Na+], predict the reaction product. The product is: [CH3:9][C:7]1[CH:8]=[C:2]2[C:3](=[CH:5][C:6]=1[N+:10]([O-:12])=[O:11])[NH:4][N:13]=[CH:1]2.